This data is from Catalyst prediction with 721,799 reactions and 888 catalyst types from USPTO. The task is: Predict which catalyst facilitates the given reaction. (1) Reactant: [C:1]([CH:7]1[CH2:12][CH2:11][CH2:10][CH2:9][C:8]1=O)(=O)[CH2:2][CH2:3][CH2:4][CH3:5].[NH:14]([CH2:16][C:17]1[CH:26]=[CH:25][C:20]([C:21]([O:23][CH3:24])=[O:22])=[CH:19][CH:18]=1)[NH2:15].C1(C)C=CC(S(O)(=O)=O)=CC=1. Product: [CH2:2]([C:1]1[C:7]2[CH2:12][CH2:11][CH2:10][CH2:9][C:8]=2[N:14]([CH2:16][C:17]2[CH:26]=[CH:25][C:20]([C:21]([O:23][CH3:24])=[O:22])=[CH:19][CH:18]=2)[N:15]=1)[CH2:3][CH2:4][CH3:5]. The catalyst class is: 11. (2) Reactant: CN(C(ON1N=NC2C=CC=NC1=2)=[N+](C)C)C.F[P-](F)(F)(F)(F)F.CCN(C(C)C)C(C)C.[F:34][C:35]([F:41])([F:40])[CH2:36][C:37](O)=[O:38].[NH2:42][C@H:43]1[C:51]2[C:46](=[CH:47][CH:48]=[C:49]([C:52]([N:54]([CH3:67])[CH:55]3[CH2:60][CH2:59][N:58]([C:61]4[CH:66]=[CH:65][N:64]=[CH:63][CH:62]=4)[CH2:57][CH2:56]3)=[O:53])[CH:50]=2)[CH2:45][CH2:44]1. Product: [CH3:67][N:54]([CH:55]1[CH2:60][CH2:59][N:58]([C:61]2[CH:66]=[CH:65][N:64]=[CH:63][CH:62]=2)[CH2:57][CH2:56]1)[C:52]([C:49]1[CH:50]=[C:51]2[C:46](=[CH:47][CH:48]=1)[CH2:45][CH2:44][C@H:43]2[NH:42][C:37](=[O:38])[CH2:36][C:35]([F:41])([F:40])[F:34])=[O:53]. The catalyst class is: 266.